Dataset: Reaction yield outcomes from USPTO patents with 853,638 reactions. Task: Predict the reaction yield, written as a fraction of the theoretical maximum amount of product (1.0 means a 100% yield; for example, 0.34 means a 34% yield). The reactants are [CH3:1][S:2][C:3]1[N:8]=[C:7]([C:9]2[S:13][C:12](N)=[N:11][C:10]=2[C:15]2[CH:20]=[CH:19][CH:18]=[C:17]([N+:21]([O-:23])=[O:22])[CH:16]=2)[CH:6]=[CH:5][N:4]=1.N([O-])=O.C1COCC1. The catalyst is CCOC(C)=O. The product is [CH3:1][S:2][C:3]1[N:8]=[C:7]([C:9]2[S:13][CH:12]=[N:11][C:10]=2[C:15]2[CH:20]=[CH:19][CH:18]=[C:17]([N+:21]([O-:23])=[O:22])[CH:16]=2)[CH:6]=[CH:5][N:4]=1. The yield is 0.990.